From a dataset of Reaction yield outcomes from USPTO patents with 853,638 reactions. Predict the reaction yield, written as a fraction of the theoretical maximum amount of product (1.0 means a 100% yield; for example, 0.34 means a 34% yield). (1) The reactants are [H-].[Na+].[C:3]([O:7][C:8]([N:10]1[CH2:15][CH2:14][N:13]([C:16]2[CH:17]=[C:18]3[C:22](=[CH:23][CH:24]=2)[NH:21][N:20]=[CH:19]3)[CH2:12][CH2:11]1)=[O:9])([CH3:6])([CH3:5])[CH3:4].[CH3:25]I. The catalyst is CN(C=O)C. The product is [C:3]([O:7][C:8]([N:10]1[CH2:11][CH2:12][N:13]([C:16]2[CH:17]=[C:18]3[C:22](=[CH:23][CH:24]=2)[N:21]([CH3:25])[N:20]=[CH:19]3)[CH2:14][CH2:15]1)=[O:9])([CH3:6])([CH3:4])[CH3:5]. The yield is 0.220. (2) The reactants are [OH:1][C:2]1[CH:11]=[C:10]2[C:5]([C:6](=O)[CH:7]=[CH:8][O:9]2)=[CH:4][CH:3]=1.[H][H]. The catalyst is [C].[Pd].C(O)C. The product is [OH:1][C:2]1[CH:11]=[C:10]2[C:5]([CH2:6][CH2:7][CH2:8][O:9]2)=[CH:4][CH:3]=1. The yield is 0.924.